Dataset: Forward reaction prediction with 1.9M reactions from USPTO patents (1976-2016). Task: Predict the product of the given reaction. (1) Given the reactants Br[C:2]1[N:7]=[CH:6][C:5]([C:8]([N:10]2[CH2:15][CH2:14][N:13]([C:16]3[C:21]([CH3:22])=[CH:20][C:19]([CH3:23])=[CH:18][N:17]=3)[CH2:12][CH2:11]2)=[O:9])=[CH:4][CH:3]=1.[CH3:24][N:25]([CH3:29])[C:26]([NH2:28])=[O:27], predict the reaction product. The product is: [CH3:22][C:21]1[C:16]([N:13]2[CH2:14][CH2:15][N:10]([C:8]([C:5]3[CH:4]=[CH:3][C:2]([NH:28][C:26](=[O:27])[N:25]([CH3:29])[CH3:24])=[N:7][CH:6]=3)=[O:9])[CH2:11][CH2:12]2)=[N:17][CH:18]=[C:19]([CH3:23])[CH:20]=1. (2) Given the reactants [N:1]1[CH:6]=[CH:5][CH:4]=[CH:3][C:2]=1[CH2:7][OH:8].[H-].[Na+].F[C:12]1[CH:17]=[CH:16][C:15]([N+:18]([O-:20])=[O:19])=[CH:14][CH:13]=1.O, predict the reaction product. The product is: [N+:18]([C:15]1[CH:16]=[CH:17][C:12]([O:8][CH2:7][C:2]2[CH:3]=[CH:4][CH:5]=[CH:6][N:1]=2)=[CH:13][CH:14]=1)([O-:20])=[O:19]. (3) Given the reactants Br[C:2]1[CH:20]=[CH:19][C:5]([C:6]([C:8]2[CH:9]=[CH:10][C:11]([F:18])=[C:12]([CH:17]=2)[C:13]([O:15][CH3:16])=[O:14])=[O:7])=[CH:4][CH:3]=1.[Cl:21][C:22]1[CH:29]=[CH:28][C:25]([NH:26][CH3:27])=[CH:24][CH:23]=1, predict the reaction product. The product is: [Cl:21][C:22]1[CH:29]=[CH:28][C:25]([N:26]([CH3:27])[C:2]2[CH:20]=[CH:19][C:5]([C:6]([C:8]3[CH:9]=[CH:10][C:11]([F:18])=[C:12]([CH:17]=3)[C:13]([O:15][CH3:16])=[O:14])=[O:7])=[CH:4][CH:3]=2)=[CH:24][CH:23]=1. (4) Given the reactants [CH3:1][O:2][C:3]1[CH:4]=[C:5]([CH:9]=[CH:10][C:11]=1[NH:12][C:13](=[O:18])[C:14]([F:17])([F:16])[F:15])[C:6]([OH:8])=[O:7].[N+:19]([O-])([OH:21])=[O:20].[Na+].[Cl-], predict the reaction product. The product is: [CH3:1][O:2][C:3]1[C:11]([NH:12][C:13](=[O:18])[C:14]([F:16])([F:15])[F:17])=[CH:10][C:9]([N+:19]([O-:21])=[O:20])=[C:5]([CH:4]=1)[C:6]([OH:8])=[O:7]. (5) Given the reactants Cl.[C:2](Cl)(=[O:9])[C:3]1[CH:8]=[CH:7][N:6]=[CH:5][CH:4]=1.C(N(CC)CC)C.ClCCl.[NH2:21][C:22]1[CH:27]=[C:26]([C:28]([F:31])([F:30])[F:29])[CH:25]=[CH:24][C:23]=1[N:32]1[CH2:40][C:39]2[C:34](=[CH:35][CH:36]=[CH:37][CH:38]=2)[CH2:33]1, predict the reaction product. The product is: [CH2:33]1[C:34]2[C:39](=[CH:38][CH:37]=[CH:36][CH:35]=2)[CH2:40][N:32]1[C:23]1[CH:24]=[CH:25][C:26]([C:28]([F:30])([F:31])[F:29])=[CH:27][C:22]=1[NH:21][C:2](=[O:9])[C:3]1[CH:8]=[CH:7][N:6]=[CH:5][CH:4]=1. (6) The product is: [Si:1]([O:8][CH2:9][CH2:10][N:11]1[C:16]2[C:17]3[CH:23]=[C:22]([CH:56]=[O:57])[N:21]([S:24]([C:27]4[CH:32]=[CH:31][CH:30]=[CH:29][CH:28]=4)(=[O:26])=[O:25])[C:18]=3[N:19]=[CH:20][C:15]=2[CH2:14][N:13]([C:33]2[C:34]([F:44])=[C:35]([O:42][CH3:43])[CH:36]=[C:37]([O:40][CH3:41])[C:38]=2[F:39])[C:12]1=[O:45])([C:4]([CH3:6])([CH3:7])[CH3:5])([CH3:2])[CH3:3]. Given the reactants [Si:1]([O:8][CH2:9][CH2:10][N:11]1[C:16]2[C:17]3[CH:23]=[CH:22][N:21]([S:24]([C:27]4[CH:32]=[CH:31][CH:30]=[CH:29][CH:28]=4)(=[O:26])=[O:25])[C:18]=3[N:19]=[CH:20][C:15]=2[CH2:14][N:13]([C:33]2[C:38]([F:39])=[C:37]([O:40][CH3:41])[CH:36]=[C:35]([O:42][CH3:43])[C:34]=2[F:44])[C:12]1=[O:45])([C:4]([CH3:7])([CH3:6])[CH3:5])([CH3:3])[CH3:2].[Li+].CC([N-]C(C)C)C.CN(C)[CH:56]=[O:57], predict the reaction product.